The task is: Predict which catalyst facilitates the given reaction.. This data is from Catalyst prediction with 721,799 reactions and 888 catalyst types from USPTO. (1) Reactant: [OH:1][CH2:2][CH2:3][CH2:4][CH2:5][CH2:6][CH2:7][O:8][C:9](=[O:26])[C:10]1[CH:15]=[CH:14][C:13]([CH2:16][N:17]2[CH2:22][CH2:21][CH2:20][N:19]3[CH2:23][CH2:24][CH2:25][CH:18]23)=[CH:12][CH:11]=1.C[O:28][C:29](=O)[CH:30]=[CH2:31]. Product: [C:29]([O:1][CH2:2][CH2:3][CH2:4][CH2:5][CH2:6][CH2:7][O:8][C:9](=[O:26])[C:10]1[CH:15]=[CH:14][C:13]([CH2:16][N:17]2[CH2:22][CH2:21][CH2:20][N:19]3[CH2:23][CH2:24][CH2:25][CH:18]23)=[CH:12][CH:11]=1)(=[O:28])[CH:30]=[CH2:31]. The catalyst class is: 11. (2) The catalyst class is: 2. Product: [C:1]([S:5][C:6]1[C:14]2[C:9](=[CH:10][CH:11]=[C:12]([CH:15]([CH3:17])[CH3:16])[CH:13]=2)[N:8]([CH2:18][C:19]2[CH:24]=[CH:23][C:22]([Cl:25])=[CH:21][CH:20]=2)[C:7]=1[CH2:26][C:27]([CH3:31])([CH3:32])[C:28]([Cl:36])=[O:29])([CH3:3])([CH3:2])[CH3:4]. Reactant: [C:1]([S:5][C:6]1[C:14]2[C:9](=[CH:10][CH:11]=[C:12]([CH:15]([CH3:17])[CH3:16])[CH:13]=2)[N:8]([CH2:18][C:19]2[CH:24]=[CH:23][C:22]([Cl:25])=[CH:21][CH:20]=2)[C:7]=1[CH2:26][C:27]([CH3:32])([CH3:31])[C:28](O)=[O:29])([CH3:4])([CH3:3])[CH3:2].C(Cl)(=O)C([Cl:36])=O.CN(C=O)C. (3) Reactant: C(O)(=O)C.[NH2:5][C:6]1[C:7]([N:12]2[C:16](=[O:17])[NH:15][C:14]([CH:18]([NH:32][C:33]3[CH:41]=[CH:40][C:36]([C:37]([NH2:39])=[NH:38])=[CH:35][CH:34]=3)[C:19]3[CH:24]=[C:23]([O:25][CH3:26])[CH:22]=[C:21](OCCO)[C:20]=3[F:31])=[N:13]2)=[N:8][CH:9]=[CH:10][CH:11]=1.COC(=O)N=C(SC)C(C1C(F)=C2C(=C(OC)C=1)[O:67][CH2:66][CH2:65][CH2:64]2)=NC1C=CC(C2N=C(C)ON=2)=CC=1.[F:77][C:78]([F:83])([F:82])[C:79]([OH:81])=[O:80].COC(=O)N=C(SC)C(C1C=C(OC)C=C(OCCO[Si](C(C)(C)C)(C)C)C=1F)=NC1C=CC(C2N=C(C)ON=2)=CC=1. Product: [F:77][C:78]([F:83])([F:82])[C:79]([OH:81])=[O:80].[NH2:5][C:6]1[C:7]([N:12]2[C:16](=[O:17])[NH:15][C:14]([CH:18]([NH:32][C:33]3[CH:41]=[CH:40][C:36]([C:37]([NH2:39])=[NH:38])=[CH:35][CH:34]=3)[C:19]3[C:20]([F:31])=[C:21]4[C:22](=[C:23]([O:25][CH3:26])[CH:24]=3)[O:67][CH2:66][CH2:65][CH2:64]4)=[N:13]2)=[N:8][CH:9]=[CH:10][CH:11]=1. The catalyst class is: 15. (4) Reactant: [CH:1]([C:4]1[CH:9]=[CH:8][CH:7]=[C:6]([C:10]2[CH:15]=[CH:14][CH:13]=[CH:12][CH:11]=2)[C:5]=1[O:16]C)([CH3:3])[CH3:2].B(Br)(Br)Br.O.C(OCC)C. Product: [CH:1]([C:4]1[CH:9]=[CH:8][CH:7]=[C:6]([C:10]2[CH:15]=[CH:14][CH:13]=[CH:12][CH:11]=2)[C:5]=1[OH:16])([CH3:3])[CH3:2]. The catalyst class is: 2. (5) Reactant: S([O-])([O-])(=O)=O.[Mg+2].[O:7]1[C:11]2[CH:12]=[CH:13][C:14]([C:16]34[O:26][CH:17]3[CH2:18][CH2:19][C:20]3[CH:21]=[CH:22][CH2:23][CH2:24][C:25]=34)=[CH:15][C:10]=2[O:9][CH2:8]1. The catalyst class is: 11. Product: [O:7]1[C:11]2[CH:12]=[CH:13][C:14]([CH:16]3[C:25]4[C:20](=[CH:21][CH:22]=[CH:23][CH:24]=4)[CH2:19][CH2:18][C:17]3=[O:26])=[CH:15][C:10]=2[O:9][CH2:8]1.